Dataset: Blood-brain barrier permeability classification from the B3DB database. Task: Regression/Classification. Given a drug SMILES string, predict its absorption, distribution, metabolism, or excretion properties. Task type varies by dataset: regression for continuous measurements (e.g., permeability, clearance, half-life) or binary classification for categorical outcomes (e.g., BBB penetration, CYP inhibition). Dataset: b3db_classification. (1) The result is 1 (penetrates BBB). The molecule is CCCCC(=O)OC1(C(=O)CO)CCC2C3CCC4=CC(=O)CCC4(C)C3C(O)CC21C. (2) The compound is CN1C(=O)CCS(=O)(=O)[C@@H]1c1ccc(Cl)c(Cl)c1. The result is 1 (penetrates BBB). (3) The result is 0 (does not penetrate BBB). The compound is O=C(O)C1=C(CSc2nnnn2CS(=O)(=O)O)CS[C@@H]2[C@H](NC(=O)[C@H](O)c3ccccc3)C(=O)N12. (4) The result is 1 (penetrates BBB). The compound is C=CC1OC2CC3C4CCC5=CC(=O)C=CC5(C)C4(F)C(O)CC3(C)C2(C(=O)CO)O1. (5) The molecule is CC(=O)Nc1ccc(OC(=O)[C@H]2CCC(=O)N2)cc1. The result is 1 (penetrates BBB).